From a dataset of Catalyst prediction with 721,799 reactions and 888 catalyst types from USPTO. Predict which catalyst facilitates the given reaction. Reactant: [N+:1]([C:4]1[CH:12]=[C:11]2[C:7]([CH2:8][CH2:9][NH:10]2)=[CH:6][CH:5]=1)([O-])=O.[C:13](O[C:13]([O:15][C:16]([CH3:19])([CH3:18])[CH3:17])=[O:14])([O:15][C:16]([CH3:19])([CH3:18])[CH3:17])=[O:14].N(N)(C)C.C. Product: [C:16]([O:15][C:13]([N:10]1[C:11]2[C:7](=[CH:6][CH:5]=[C:4]([NH2:1])[CH:12]=2)[CH2:8][CH2:9]1)=[O:14])([CH3:19])([CH3:18])[CH3:17]. The catalyst class is: 2.